This data is from Full USPTO retrosynthesis dataset with 1.9M reactions from patents (1976-2016). The task is: Predict the reactants needed to synthesize the given product. Given the product [F:1][C:2]1[CH:3]=[C:4]([C:25]2[C:26]([CH3:39])=[CH:27][C:28]([O:31][CH2:32][C:33]([CH3:37])([CH3:38])[C:34]([OH:36])=[O:35])=[N:29][CH:30]=2)[CH:5]=[CH:6][C:7]=1[C:8]1[NH:12][C:11]([C:13]([F:14])([F:16])[F:15])=[CH:10][N:9]=1, predict the reactants needed to synthesize it. The reactants are: [F:1][C:2]1[CH:3]=[C:4]([C:25]2[C:26]([CH3:39])=[CH:27][C:28]([O:31][CH2:32][C:33]([CH3:38])([CH3:37])[C:34]([OH:36])=[O:35])=[N:29][CH:30]=2)[CH:5]=[CH:6][C:7]=1[C:8]1[N:9](COCC[Si](C)(C)C)[CH:10]=[C:11]([C:13]([F:16])([F:15])[F:14])[N:12]=1.[OH-].[Na+].